Dataset: Catalyst prediction with 721,799 reactions and 888 catalyst types from USPTO. Task: Predict which catalyst facilitates the given reaction. (1) Reactant: [N:1]([CH2:4][CH:5]([C:7]1[CH:12]=[CH:11][CH:10]=[CH:9][CH:8]=1)[OH:6])=[N+:2]=[N-:3].[H-].[Na+].[C:15]([C:19]1[CH:26]=[CH:25][C:22]([CH2:23]Br)=[CH:21][CH:20]=1)([CH3:18])([CH3:17])[CH3:16]. Product: [C:15]([C:19]1[CH:20]=[CH:21][C:22]([CH2:23][O:6][CH:5]([C:7]2[CH:12]=[CH:11][CH:10]=[CH:9][CH:8]=2)[CH2:4][N:1]=[N+:2]=[N-:3])=[CH:25][CH:26]=1)([CH3:18])([CH3:16])[CH3:17]. The catalyst class is: 3. (2) Reactant: [CH3:1][O:2][CH:3]1[CH2:9][CH:8]=[C:7]([C:10]2[N:11]([CH3:18])[N:12]=[CH:13][C:14]=2[N+:15]([O-])=O)[CH2:6][CH2:5][CH:4]1[NH:19][C:20](=[O:26])[O:21][C:22]([CH3:25])([CH3:24])[CH3:23].CCN(C(C)C)C(C)C.[C:36]([O:40][C:41]([NH:43][C:44]1[S:48][C:47]([C:49]2[CH:54]=[CH:53][CH:52]=[CH:51][C:50]=2[F:55])=[N:46][C:45]=1[C:56]([OH:58])=O)=[O:42])([CH3:39])([CH3:38])[CH3:37].C1CN([P+](ON2N=NC3C=CC=CC2=3)(N2CCCC2)N2CCCC2)CC1.[F:85][P-](F)(F)(F)(F)F. Product: [C:36]([O:40][C:41]([NH:43][C:44]1[S:48][C:47]([C:49]2[C:54]([F:85])=[CH:53][CH:52]=[CH:51][C:50]=2[F:55])=[N:46][C:45]=1[C:56]([NH:15][C:14]1[CH:13]=[N:12][N:11]([CH3:18])[C:10]=1[CH:7]1[CH2:6][CH2:5][CH:4]([NH:19][C:20](=[O:26])[O:21][C:22]([CH3:25])([CH3:24])[CH3:23])[CH:3]([O:2][CH3:1])[CH2:9][CH2:8]1)=[O:58])=[O:42])([CH3:37])([CH3:38])[CH3:39]. The catalyst class is: 687. (3) Reactant: Cl[C:2]1[C:3]([N+:13]([O-:15])=[O:14])=[C:4]2[C:9](=[C:10]([CH3:12])[CH:11]=1)[N:8]=[CH:7][CH:6]=[CH:5]2.[CH3:16][NH2:17]. Product: [CH3:16][NH:17][C:2]1[C:3]([N+:13]([O-:15])=[O:14])=[C:4]2[C:9](=[C:10]([CH3:12])[CH:11]=1)[N:8]=[CH:7][CH:6]=[CH:5]2. The catalyst class is: 8. (4) Reactant: [N:1]1[CH:6]=[CH:5][C:4]([CH:7]2[O:12][CH2:11][CH2:10][NH:9][CH2:8]2)=[CH:3][CH:2]=1.[C:13](Cl)(=[O:17])[CH2:14][CH2:15][CH3:16].C(N(CC)CC)C. Product: [N:1]1[CH:6]=[CH:5][C:4]([CH:7]2[CH2:8][N:9]([C:13](=[O:17])[CH2:14][CH2:15][CH3:16])[CH2:10][CH2:11][O:12]2)=[CH:3][CH:2]=1. The catalyst class is: 4. (5) Reactant: [CH3:1][CH2:2][O:3][C:4]([C@@H:6]([NH:15][C@H:16]([C:18]([N:20]1[C@H:29]([C:30]([OH:32])=[O:31])[CH2:28][C:27]2[CH:26]=[C:25]([O:33][CH3:34])[C:24]([O:35][CH3:36])=[CH:23][C:22]=2[CH2:21]1)=[O:19])[CH3:17])[CH2:7][CH2:8][C:9]1[CH:10]=[CH:11][CH:12]=[CH:13][CH:14]=1)=[O:5].[ClH:37].[OH-].[Mg+2:39].[OH-]. Product: [CH3:1][CH2:2][O:3][C:4]([C@@H:6]([NH:15][C@H:16]([C:18]([N:20]1[C@H:29]([C:30]([OH:32])=[O:31])[CH2:28][C:27]2[CH:26]=[C:25]([O:33][CH3:34])[C:24]([O:35][CH3:36])=[CH:23][C:22]=2[CH2:21]1)=[O:19])[CH3:17])[CH2:7][CH2:8][C:9]1[CH:14]=[CH:13][CH:12]=[CH:11][CH:10]=1)=[O:5].[Mg:39].[Cl-:37].[Mg+2:39].[Cl-:37]. The catalyst class is: 6. (6) Reactant: [Si]([O:8][CH2:9][CH2:10][CH2:11][N:12]1[C:17](=[O:18])[C:16]2[C:19]([CH:32]([C:34]3[CH:39]=[CH:38][C:37]([Cl:40])=[CH:36][CH:35]=3)[OH:33])=[C:20](C3C=CC=CC=3C(C)C)[CH:21]=[N:22][C:15]=2[N:14]([CH3:41])[C:13]1=[O:42])(C(C)(C)C)(C)C.[F:43][C:44]([F:56])([F:55])[O:45][C:46]1[CH:47]=[C:48](B(O)O)[CH:49]=[CH:50][CH:51]=1.[C:57]([O-:60])([O-])=O.[K+].[K+]. Product: [Cl:40][C:37]1[CH:36]=[CH:35][C:34]([CH:32]([OH:33])[C:19]2[C:16]3[C:17](=[O:18])[N:12]([CH2:11][CH2:10][CH2:9][O:8][CH:20]4[CH2:19][CH2:16][CH2:15][CH2:57][O:60]4)[C:13](=[O:42])[N:14]([CH3:41])[C:15]=3[N:22]=[CH:21][C:20]=2[C:50]2[CH:49]=[CH:48][CH:47]=[C:46]([O:45][C:44]([F:56])([F:55])[F:43])[CH:51]=2)=[CH:39][CH:38]=1. The catalyst class is: 70. (7) Reactant: [C:1]([C:3]1[CH:12]=[CH:11][C:6]([C:7]([O:9][CH3:10])=[O:8])=[C:5]([C:13]2[CH:18]=[CH:17][CH:16]=[CH:15][C:14]=2[CH3:19])[CH:4]=1)#[N:2].[C:20]([O:24][C:25](O[C:25]([O:24][C:20]([CH3:23])([CH3:22])[CH3:21])=[O:26])=[O:26])([CH3:23])([CH3:22])[CH3:21]. Product: [C:20]([O:24][C:25]([NH:2][CH2:1][C:3]1[CH:12]=[CH:11][C:6]([C:7]([O:9][CH3:10])=[O:8])=[C:5]([C:13]2[CH:18]=[CH:17][CH:16]=[CH:15][C:14]=2[CH3:19])[CH:4]=1)=[O:26])([CH3:23])([CH3:22])[CH3:21]. The catalyst class is: 123. (8) Reactant: [Cl:1][CH2:2][C:3]([C:5]1[CH:10]=[CH:9][CH:8]=[CH:7][CH:6]=1)=[O:4].[N:11]12[CH2:18][CH2:17][CH:14]([CH2:15][CH2:16]1)[C@@H:13]([NH:19][C:20](=[O:35])[O:21][CH:22]([C:29]1[CH:34]=[CH:33][CH:32]=[CH:31][CH:30]=1)[C:23]1[CH:28]=[CH:27][CH:26]=[CH:25][CH:24]=1)[CH2:12]2. Product: [Cl-:1].[CH:22]([O:21][C:20]([NH:19][C@@H:13]1[CH:14]2[CH2:15][CH2:16][N+:11]([CH2:2][C:3](=[O:4])[C:5]3[CH:10]=[CH:9][CH:8]=[CH:7][CH:6]=3)([CH2:18][CH2:17]2)[CH2:12]1)=[O:35])([C:23]1[CH:28]=[CH:27][CH:26]=[CH:25][CH:24]=1)[C:29]1[CH:34]=[CH:33][CH:32]=[CH:31][CH:30]=1. The catalyst class is: 13.